This data is from Catalyst prediction with 721,799 reactions and 888 catalyst types from USPTO. The task is: Predict which catalyst facilitates the given reaction. (1) Reactant: [C:1]12([N:6]([CH3:19])[C:7](=[O:18])[C:8]3[CH:13]=[C:12](Br)[CH:11]=[N:10][C:9]=3[N:15]([CH3:17])[CH3:16])[CH2:5][CH:3]([CH2:4]1)[CH2:2]2.CC1(C)C(C)(C)[O:24][B:23](B2OC(C)(C)C(C)(C)O2)[O:22]1.C([O-])(=O)C.[K+]. Product: [C:1]12([N:6]([CH3:19])[C:7]([C:8]3[CH:13]=[C:12]([B:23]([OH:24])[OH:22])[CH:11]=[N:10][C:9]=3[N:15]([CH3:17])[CH3:16])=[O:18])[CH2:5][CH:3]([CH2:4]1)[CH2:2]2. The catalyst class is: 294. (2) Reactant: [CH:1]1([C:4]2[N:8]([C@@H:9]([CH2:14][CH2:15][C:16]([O:18][CH3:19])=[O:17])[CH2:10][C:11]([O-:13])=O)[N:7]=[N:6][C:5]=2[CH:20]2[CH2:23][CH:22]([CH2:24][C:25]([CH3:28])([CH3:27])[CH3:26])[CH2:21]2)[CH2:3][CH2:2]1.S(Cl)(Cl)=O.[Cl:33][C:34]1[CH:39]=[C:38]([CH3:40])[CH:37]=[CH:36][C:35]=1[NH2:41]. The catalyst class is: 44. Product: [Cl:33][C:34]1[CH:39]=[C:38]([CH3:40])[CH:37]=[CH:36][C:35]=1[NH:41][C:11]([CH2:10][C@@H:9]([N:8]1[C:4]([CH:1]2[CH2:2][CH2:3]2)=[C:5]([CH:20]2[CH2:23][CH:22]([CH2:24][C:25]([CH3:27])([CH3:28])[CH3:26])[CH2:21]2)[N:6]=[N:7]1)[CH2:14][CH2:15][C:16]([O:18][CH3:19])=[O:17])=[O:13]. (3) Reactant: [CH3:1][N:2]1[CH2:15][CH2:14][C:5]2[NH:6][C:7]3[CH:8]=[CH:9][C:10]([CH3:13])=[CH:11][C:12]=3[C:4]=2[CH2:3]1.[CH:16]1([C:19]2[CH:24]=[CH:23][C:22]([CH:25]=[CH2:26])=[CH:21][N:20]=2)[CH2:18][CH2:17]1.[OH-].[K+]. Product: [CH:16]1([C:19]2[N:20]=[CH:21][C:22]([CH2:25][CH2:26][N:6]3[C:7]4[CH:8]=[CH:9][C:10]([CH3:13])=[CH:11][C:12]=4[C:4]4[CH2:3][N:2]([CH3:1])[CH2:15][CH2:14][C:5]3=4)=[CH:23][CH:24]=2)[CH2:18][CH2:17]1. The catalyst class is: 37. (4) Reactant: [N:1]1[CH:6]=[CH:5][CH:4]=[C:3]([C:7](=O)[CH2:8][C:9]2[CH:13]=[CH:12][S:11][CH:10]=2)[CH:2]=1.[CH2:15]([O:17][C:18]1[CH:19]=[C:20]([CH:23]=[C:24]([N+:27]([O-:29])=[O:28])[C:25]=1[OH:26])[CH:21]=O)[CH3:16].[CH3:30][C:31]1(C)[O:38]C(=O)CC(=O)O1.C([O-])(C)=O.[NH4+:44]. Product: [CH2:15]([O:17][C:18]1[CH:19]=[C:20]([CH:21]2[C:8]([C:9]3[CH:13]=[CH:12][S:11][CH:10]=3)=[C:7]([C:3]3[CH:2]=[N:1][CH:6]=[CH:5][CH:4]=3)[NH:44][C:31](=[O:38])[CH2:30]2)[CH:23]=[C:24]([N+:27]([O-:29])=[O:28])[C:25]=1[OH:26])[CH3:16]. The catalyst class is: 52. (5) Reactant: [CH3:1][O:2][C:3](=[O:16])[CH2:4][CH2:5][N:6]1[C:10]2[CH:11]=[CH:12][CH:13]=[CH:14][C:9]=2[NH:8][C:7]1=[O:15].[C:17]([Si:21]([CH3:36])([CH3:35])[O:22][C:23]1[CH:24]=[C:25]2[C:30](=[CH:31][CH:32]=1)[C:29]([CH2:33]O)=[CH:28][CH:27]=[CH:26]2)([CH3:20])([CH3:19])[CH3:18].C1(P(C2C=CC=CC=2)C2C=CC=CC=2)C=CC=CC=1.CC(OC(/N=N/C(OC(C)C)=O)=O)C. Product: [CH3:1][O:2][C:3](=[O:16])[CH2:4][CH2:5][N:6]1[C:10]2[CH:11]=[CH:12][CH:13]=[CH:14][C:9]=2[N:8]([CH2:33][C:29]2[C:30]3[C:25](=[CH:24][C:23]([O:22][Si:21]([C:17]([CH3:20])([CH3:19])[CH3:18])([CH3:36])[CH3:35])=[CH:32][CH:31]=3)[CH:26]=[CH:27][CH:28]=2)[C:7]1=[O:15]. The catalyst class is: 1. (6) Product: [Cl:42][C:38]1[CH:37]=[C:36]([CH:41]=[CH:40][CH:39]=1)[CH2:35][NH:34][C:33]([O:32][CH2:31][C@@H:13]1[C@@H:14]([O:24][CH:25]2[CH2:30][CH2:29][CH2:28][CH2:27][O:26]2)[CH2:15][C@@H:16]([O:17][CH:18]2[CH2:23][CH2:22][CH2:21][CH2:20][O:19]2)[C@H:12]1[CH2:11]/[CH:10]=[CH:9]\[CH2:8][CH2:7][CH2:6][C:5]([OH:44])=[O:4])=[S:43]. The catalyst class is: 20. Reactant: C([O:4][C:5](=[O:44])[CH2:6][CH2:7][CH2:8]/[CH:9]=[CH:10]\[CH2:11][C@@H:12]1[C@H:16]([O:17][CH:18]2[CH2:23][CH2:22][CH2:21][CH2:20][O:19]2)[CH2:15][C@H:14]([O:24][CH:25]2[CH2:30][CH2:29][CH2:28][CH2:27][O:26]2)[C@H:13]1[CH2:31][O:32][C:33](=[S:43])[NH:34][CH2:35][C:36]1[CH:41]=[CH:40][CH:39]=[C:38]([Cl:42])[CH:37]=1)C=C.[OH-].[Li+].Cl. (7) Reactant: [CH3:1][O:2][C:3]1[NH:4][C:5](=[O:27])[C:6]([CH2:12][C:13]2[CH:18]=[CH:17][C:16]([C:19]3[C:20]([C:25]#[N:26])=[CH:21][CH:22]=[CH:23][CH:24]=3)=[CH:15][CH:14]=2)=[C:7]([CH2:9][CH2:10][CH3:11])[N:8]=1.[C:28]([O:32][C:33]1[CH:38]=[CH:37][C:36](B(O)O)=[CH:35][CH:34]=1)([CH3:31])([CH3:30])[CH3:29].C(N(CC)CC)C.N1C=CC=CC=1. Product: [C:28]([O:32][C:33]1[CH:38]=[CH:37][C:36]([N:4]2[C:5](=[O:27])[C:6]([CH2:12][C:13]3[CH:18]=[CH:17][C:16]([C:19]4[C:20]([C:25]#[N:26])=[CH:21][CH:22]=[CH:23][CH:24]=4)=[CH:15][CH:14]=3)=[C:7]([CH2:9][CH2:10][CH3:11])[N:8]=[C:3]2[O:2][CH3:1])=[CH:35][CH:34]=1)([CH3:31])([CH3:29])[CH3:30]. The catalyst class is: 560. (8) Reactant: [F:1][C:2]1[CH:9]=[CH:8][CH:7]=[CH:6][C:3]=1[CH:4]=[O:5].[CH:10](O)([OH:13])[CH2:11][CH3:12].[NH+]1C=CC=CC=1.O. Product: [F:1][C:2]1[CH:9]=[CH:8][CH:7]=[CH:6][C:3]=1[CH2:4][O:5][CH2:12][CH2:11][CH2:10][OH:13]. The catalyst class is: 81. (9) Product: [Cl:16][C:7]1[C:6]2[O:5][CH2:4][CH:3]([NH:2][CH2:29][CH2:28][CH2:27][C:21]3[C:20]4[C:24](=[CH:25][CH:26]=[C:18]([F:17])[CH:19]=4)[NH:23][CH:22]=3)[CH2:12][C:11]=2[C:10]([C:13]([NH2:15])=[O:14])=[CH:9][CH:8]=1. The catalyst class is: 5. Reactant: Cl.[NH2:2][CH:3]1[CH2:12][C:11]2[C:10]([C:13]([NH2:15])=[O:14])=[CH:9][CH:8]=[C:7]([Cl:16])[C:6]=2[O:5][CH2:4]1.[F:17][C:18]1[CH:19]=[C:20]2[C:24](=[CH:25][CH:26]=1)[NH:23][CH:22]=[C:21]2[CH2:27][CH2:28][CH:29]=O.C(O)(=O)C.C([BH3-])#N.[Na+]. (10) Reactant: Br[C:2]1[CH:7]=[CH:6][C:5]([C:8]([CH3:12])([CH3:11])[C:9]#[N:10])=[C:4]([Cl:13])[CH:3]=1.C([Li])CCC.CON(C)[C:22](=[O:24])[CH3:23]. Product: [C:22]([C:2]1[CH:7]=[CH:6][C:5]([C:8]([CH3:12])([CH3:11])[C:9]#[N:10])=[C:4]([Cl:13])[CH:3]=1)(=[O:24])[CH3:23]. The catalyst class is: 220.